Dataset: Reaction yield outcomes from USPTO patents with 853,638 reactions. Task: Predict the reaction yield, written as a fraction of the theoretical maximum amount of product (1.0 means a 100% yield; for example, 0.34 means a 34% yield). (1) The reactants are Cl[C:2]1[N:7]=[C:6]([NH2:8])[CH:5]=[CH:4][N:3]=1.[CH2:9](B(CC)CC)[CH3:10].[O-]P([O-])([O-])=O.[K+].[K+].[K+].O. The catalyst is C1C=CC(P(C2C=CC=CC=2)[C-]2C=CC=C2)=CC=1.C1C=CC(P(C2C=CC=CC=2)[C-]2C=CC=C2)=CC=1.Cl[Pd]Cl.[Fe+2].O1CCCC1. The product is [CH2:9]([C:2]1[N:7]=[C:6]([NH2:8])[CH:5]=[CH:4][N:3]=1)[CH3:10]. The yield is 0.240. (2) The reactants are [CH3:1][C@@H:2]1[CH2:7][N:6]([C:8]2[C:17]([CH2:18][OH:19])=[CH:16][C:11]3[C:12]([CH3:15])=[N:13][O:14][C:10]=3[C:9]=2[F:20])[CH2:5][C@H:4]([CH3:21])[O:3]1. The catalyst is C(Cl)Cl.O=[Mn]=O. The product is [CH3:21][C@@H:4]1[CH2:5][N:6]([C:8]2[C:17]([CH:18]=[O:19])=[CH:16][C:11]3[C:12]([CH3:15])=[N:13][O:14][C:10]=3[C:9]=2[F:20])[CH2:7][C@H:2]([CH3:1])[O:3]1. The yield is 0.850. (3) The reactants are [F:1][C:2]1[CH:7]=[CH:6][C:5]([C:8]2[S:9][C:10]([CH:13]([C:15]3[CH:20]=[CH:19][N:18]=[CH:17][CH:16]=3)[OH:14])=[CH:11][N:12]=2)=[CH:4][CH:3]=1.CC(OI1(OC(C)=O)(OC(C)=O)OC(=O)C2C=CC=CC1=2)=O.C([O-])(O)=O.[Na+].C(OCC)(=O)C. The catalyst is C(Cl)Cl. The product is [F:1][C:2]1[CH:3]=[CH:4][C:5]([C:8]2[S:9][C:10]([C:13]([C:15]3[CH:16]=[CH:17][N:18]=[CH:19][CH:20]=3)=[O:14])=[CH:11][N:12]=2)=[CH:6][CH:7]=1. The yield is 0.670.